Dataset: Forward reaction prediction with 1.9M reactions from USPTO patents (1976-2016). Task: Predict the product of the given reaction. Given the reactants [F:1][C:2]1[CH:7]=[CH:6][C:5]([C:8]([C:10]2([CH3:16])[CH2:15][CH2:14][NH:13][CH2:12][CH2:11]2)=[O:9])=[CH:4][CH:3]=1.[F:17][C:18]([F:23])([F:22])[C:19]([OH:21])=[O:20], predict the reaction product. The product is: [F:17][C:18]([F:23])([F:22])[C:19]([OH:21])=[O:20].[F:1][C:2]1[CH:7]=[CH:6][C:5]([C:8]([C:10]2([CH3:16])[CH2:15][CH2:14][NH:13][CH2:12][CH2:11]2)=[O:9])=[CH:4][CH:3]=1.